Task: Predict the reactants needed to synthesize the given product.. Dataset: Full USPTO retrosynthesis dataset with 1.9M reactions from patents (1976-2016) (1) Given the product [C:18]([C:17]1[CH:20]=[CH:21][C:14]([O:13][CH2:12][CH2:11][CH2:10][N:3]2[CH2:2][CH:1]3[O:9][CH:5]([CH2:6][N:7]([CH2:28][CH2:27][N:26]([CH2:34][CH2:35][O:36][C:37]4[CH:38]=[CH:39][CH:40]=[CH:41][CH:42]=4)[S:23]([CH3:22])(=[O:25])=[O:24])[CH2:8]3)[CH2:4]2)=[CH:15][CH:16]=1)#[N:19], predict the reactants needed to synthesize it. The reactants are: [CH:1]12[O:9][CH:5]([CH2:6][NH:7][CH2:8]1)[CH2:4][N:3]([CH2:10][CH2:11][CH2:12][O:13][C:14]1[CH:21]=[CH:20][C:17]([C:18]#[N:19])=[CH:16][CH:15]=1)[CH2:2]2.[CH3:22][S:23]([N:26]([CH2:34][CH2:35][O:36][C:37]1[CH:42]=[CH:41][CH:40]=[CH:39][CH:38]=1)[CH2:27][CH2:28]OS(C)(=O)=O)(=[O:25])=[O:24].C([O-])([O-])=O.[K+].[K+]. (2) Given the product [NH2:20][C:19]1[C:14]2[N:15]([C:11]([C@H:8]3[CH2:7][CH2:6][C@H:5]([CH2:3][OH:2])[CH2:10][CH2:9]3)=[N:12][C:13]=2[C:21]2[CH:22]=[CH:23][C:24]([O:27][C:28]3[CH:33]=[CH:32][CH:31]=[CH:30][CH:29]=3)=[CH:25][CH:26]=2)[CH:16]=[CH:17][N:18]=1, predict the reactants needed to synthesize it. The reactants are: C[O:2][C:3]([C@H:5]1[CH2:10][CH2:9][C@H:8]([C:11]2[N:15]3[CH:16]=[CH:17][N:18]=[C:19]([NH2:20])[C:14]3=[C:13]([C:21]3[CH:26]=[CH:25][C:24]([O:27][C:28]4[CH:33]=[CH:32][CH:31]=[CH:30][CH:29]=4)=[CH:23][CH:22]=3)[N:12]=2)[CH2:7][CH2:6]1)=O.[H-].[H-].[H-].[H-].[Li+].[Al+3].C([O-])(O)=O.[Na+]. (3) Given the product [CH2:13]([O:15][C:16]([C:18]1([CH:34]([OH:36])[CH3:35])[CH2:22][CH2:21][CH:20]([O:23][Si:24]([CH:25]([CH3:26])[CH3:27])([CH:31]([CH3:32])[CH3:33])[CH:28]([CH3:30])[CH3:29])[CH2:19]1)=[O:17])[CH3:14], predict the reactants needed to synthesize it. The reactants are: C(NC(C)C)(C)C.C([Li])CCC.[CH2:13]([O:15][C:16]([CH:18]1[CH2:22][CH2:21][CH:20]([O:23][Si:24]([CH:31]([CH3:33])[CH3:32])([CH:28]([CH3:30])[CH3:29])[CH:25]([CH3:27])[CH3:26])[CH2:19]1)=[O:17])[CH3:14].[CH:34](=[O:36])[CH3:35]. (4) Given the product [C:1]1([S:7]([NH:12][CH:13]([C:20]2[CH:25]=[CH:24][CH:23]=[C:22]([N+:26]([O-:28])=[O:27])[CH:21]=2)[CH2:14][C:15]([O:17][CH2:18][CH3:19])=[O:16])(=[O:9])=[O:8])[CH:6]=[CH:5][CH:4]=[CH:3][CH:2]=1, predict the reactants needed to synthesize it. The reactants are: [C:1]1([S:7](Cl)(=[O:9])=[O:8])[CH:6]=[CH:5][CH:4]=[CH:3][CH:2]=1.Cl.[NH2:12][CH:13]([C:20]1[CH:25]=[CH:24][CH:23]=[C:22]([N+:26]([O-:28])=[O:27])[CH:21]=1)[CH2:14][C:15]([O:17][CH2:18][CH3:19])=[O:16].C(N(CC)CC)C. (5) The reactants are: [Cu][C:2]#[N:3].Br[C:5]1[N:9]([CH:10]2[CH2:15][CH2:14][N:13]([C:16]([O:18][C:19]([CH3:22])([CH3:21])[CH3:20])=[O:17])[CH2:12][CH2:11]2)[N:8]=[CH:7][C:6]=1[CH2:23][OH:24].C(N)CN. Given the product [C:2]([C:5]1[N:9]([CH:10]2[CH2:15][CH2:14][N:13]([C:16]([O:18][C:19]([CH3:22])([CH3:21])[CH3:20])=[O:17])[CH2:12][CH2:11]2)[N:8]=[CH:7][C:6]=1[CH2:23][OH:24])#[N:3], predict the reactants needed to synthesize it. (6) Given the product [CH3:30][CH:29]([CH3:31])[C:28]([O:27][C@@H:26]1[C@@H:33]([CH2:35][O:36][C:37](=[O:41])[CH:38]([CH3:40])[CH3:39])[O:34][C@@H:24]([N:12]2[C:13]3[N:14]=[C:15]([NH:21][CH:22]=[O:23])[N:16]=[C:17]([O:19][CH3:20])[C:18]=3[C:10]([Cl:9])=[C:11]2[Cl:1])[CH2:25]1)=[O:32], predict the reactants needed to synthesize it. The reactants are: [Cl:1]N1C(=O)CCC1=O.[Cl:9][C:10]1[C:18]2[C:17]([O:19][CH3:20])=[N:16][C:15]([NH:21][CH:22]=[O:23])=[N:14][C:13]=2[N:12]([C@@H:24]2[O:34][C@H:33]([CH2:35][O:36][C:37](=[O:41])[CH:38]([CH3:40])[CH3:39])[C@@H:26]([O:27][C:28](=[O:32])[CH:29]([CH3:31])[CH3:30])[CH2:25]2)[CH:11]=1.